From a dataset of Forward reaction prediction with 1.9M reactions from USPTO patents (1976-2016). Predict the product of the given reaction. (1) Given the reactants [F:1][C:2]1[C:7]([F:8])=[CH:6][CH:5]=[CH:4][C:3]=1[C:9]1[N:41]=[C:12]2[CH:13]=[N:14][N:15]([CH2:17][C:18]3[CH:23]=[CH:22][C:21]([C:24]4[CH:29]=[CH:28][C:27]([O:30][CH3:31])=[CH:26][C:25]=4[C:32]([F:35])([F:34])[F:33])=[CH:20][C:19]=3[O:36][CH2:37][CH2:38][CH2:39]O)[CH:16]=[C:11]2[N:10]=1.CCN(C(C)C)C(C)C.S(Cl)(C)(=O)=O.[NH:56]1[CH2:61][CH2:60][O:59][CH2:58][CH2:57]1, predict the reaction product. The product is: [F:1][C:2]1[C:7]([F:8])=[CH:6][CH:5]=[CH:4][C:3]=1[C:9]1[N:41]=[C:12]2[CH:13]=[N:14][N:15]([CH2:17][C:18]3[CH:23]=[CH:22][C:21]([C:24]4[CH:29]=[CH:28][C:27]([O:30][CH3:31])=[CH:26][C:25]=4[C:32]([F:35])([F:34])[F:33])=[CH:20][C:19]=3[O:36][CH2:37][CH2:38][CH2:39][N:56]3[CH2:61][CH2:60][O:59][CH2:58][CH2:57]3)[CH:16]=[C:11]2[N:10]=1. (2) The product is: [CH3:1][C:2]1[N:3]=[CH:4][C:5]([C:8]2[N:12]([C:13]3[CH:14]=[N:15][CH:16]=[CH:17][CH:18]=3)[N:11]=[C:10]([C:19]([OH:21])=[O:20])[CH:9]=2)=[N:6][CH:7]=1. Given the reactants [CH3:1][C:2]1[N:3]=[CH:4][C:5]([C:8]2[N:12]([C:13]3[CH:14]=[N:15][CH:16]=[CH:17][CH:18]=3)[N:11]=[C:10]([C:19]([O:21]CC)=[O:20])[CH:9]=2)=[N:6][CH:7]=1.[OH-].[Na+], predict the reaction product. (3) Given the reactants [C:1](Cl)(Cl)=[O:2].C1(C)C=CC=CC=1.[OH:12][C@@H:13]1[CH2:18][CH2:17][C@H:16]([N:19]2[CH2:23][CH2:22][C@@:21]3([CH2:28][CH2:27][CH2:26][NH:25][CH2:24]3)[C:20]2=[O:29])[CH2:15][CH2:14]1.C([N:32](CC)CC)C.[NH:37]1[CH2:40][CH:39]([CH2:41][N:42]([C@@H:49]2[CH2:51][C@H:50]2[C:52]2[CH:57]=[CH:56][CH:55]=[CH:54][CH:53]=2)C(=O)C(F)(F)F)[CH2:38]1.[OH-].[Na+], predict the reaction product. The product is: [C:16](#[N:19])[CH3:15].[OH2:2].[NH4+:32].[OH-:12].[OH:12][C@@H:13]1[CH2:18][CH2:17][C@H:16]([N:19]2[CH2:23][CH2:22][C@@:21]3([CH2:28][CH2:27][CH2:26][N:25]([C:1]([N:37]4[CH2:38][CH:39]([CH2:41][NH:42][C@@H:49]5[CH2:51][C@H:50]5[C:52]5[CH:57]=[CH:56][CH:55]=[CH:54][CH:53]=5)[CH2:40]4)=[O:2])[CH2:24]3)[C:20]2=[O:29])[CH2:15][CH2:14]1.